This data is from Catalyst prediction with 721,799 reactions and 888 catalyst types from USPTO. The task is: Predict which catalyst facilitates the given reaction. (1) Reactant: [CH2:1]([O:3][C:4]1[CH:9]=[CH:8][CH:7]=[CH:6][C:5]=1[C:10]1[N:15]=[CH:14][N:13]=[C:12]([NH:16][C:17]([CH:19]2[CH2:24][CH2:23][NH:22][CH2:21][CH2:20]2)=[O:18])[CH:11]=1)[CH3:2].C(=O)([O-])[O-].[K+].[K+].Br[CH:32]([CH3:34])[CH3:33]. Product: [CH2:1]([O:3][C:4]1[CH:9]=[CH:8][CH:7]=[CH:6][C:5]=1[C:10]1[N:15]=[CH:14][N:13]=[C:12]([NH:16][C:17]([CH:19]2[CH2:24][CH2:23][N:22]([CH:32]([CH3:34])[CH3:33])[CH2:21][CH2:20]2)=[O:18])[CH:11]=1)[CH3:2]. The catalyst class is: 3. (2) Reactant: [CH3:1][C:2]1[C:10]2[C:5](=[CH:6][C:7]([C:11]#[C:12][Si](C)(C)C)=[CH:8][CH:9]=2)[N:4]([C:17]2[CH:22]=[CH:21][N:20]=[C:19]([NH2:23])[N:18]=2)[N:3]=1.CCCC[N+](CCCC)(CCCC)CCCC.[F-]. Product: [C:11]([C:7]1[CH:6]=[C:5]2[C:10]([C:2]([CH3:1])=[N:3][N:4]2[C:17]2[CH:22]=[CH:21][N:20]=[C:19]([NH2:23])[N:18]=2)=[CH:9][CH:8]=1)#[CH:12]. The catalyst class is: 1. (3) Reactant: [OH:1][CH2:2][C:3]1[N:8]=[CH:7][N:6]=[C:5]([O:9][C:10]2[CH:11]=[C:12]3[C:16](=[CH:17][CH:18]=2)[N:15]([C:19]([NH:21][C:22]2[CH:26]=[C:25]([C:27]([F:30])([F:29])[F:28])[N:24]([CH3:31])[N:23]=2)=[O:20])[CH:14]=[CH:13]3)[CH:4]=1.[CH3:32][S:33](Cl)(=[O:35])=[O:34].C(N(CC)CC)C. Product: [CH3:32][S:33]([O:1][CH2:2][C:3]1[CH:4]=[C:5]([O:9][C:10]2[CH:11]=[C:12]3[C:16](=[CH:17][CH:18]=2)[N:15]([C:19](=[O:20])[NH:21][C:22]2[CH:26]=[C:25]([C:27]([F:29])([F:30])[F:28])[N:24]([CH3:31])[N:23]=2)[CH:14]=[CH:13]3)[N:6]=[CH:7][N:8]=1)(=[O:35])=[O:34]. The catalyst class is: 64. (4) Reactant: [CH:1]1([N:4]2[CH2:9][CH2:8][CH:7]([OH:10])[CH2:6][CH2:5]2)[CH2:3][CH2:2]1.[C:11]([O:15][C:16]([N:18]1[C:22]2=[N:23][CH:24]=[C:25](O)[CH:26]=[C:21]2[CH:20]=[C:19]1[C:28]([N:30]1[CH2:35][CH2:34][O:33][CH2:32][CH2:31]1)=[O:29])=[O:17])([CH3:14])([CH3:13])[CH3:12].C1(P(C2C=CC=CC=2)C2C=CC=CC=2)C=CC=CC=1.N(C(OC(C)C)=O)=NC(OC(C)C)=O. Product: [C:11]([O:15][C:16]([N:18]1[C:22]2=[N:23][CH:24]=[C:25]([O:10][CH:7]3[CH2:8][CH2:9][N:4]([CH:1]4[CH2:3][CH2:2]4)[CH2:5][CH2:6]3)[CH:26]=[C:21]2[CH:20]=[C:19]1[C:28]([N:30]1[CH2:35][CH2:34][O:33][CH2:32][CH2:31]1)=[O:29])=[O:17])([CH3:14])([CH3:12])[CH3:13]. The catalyst class is: 7. (5) Reactant: [C:1]1([C@@H:7]([NH:10][C:11]([C:13]2[C:22]3[C:17](=[CH:18][C:19]([OH:23])=[CH:20][CH:21]=3)[N:16]=[C:15]([C:24]3[CH:29]=[CH:28][CH:27]=[CH:26][CH:25]=3)[C:14]=2[CH2:30][N:31]2[CH2:36][CH2:35][CH:34]([N:37]3[CH2:42][CH2:41][CH2:40][CH2:39][CH2:38]3)[CH2:33][CH2:32]2)=[O:12])[CH2:8][CH3:9])[CH:6]=[CH:5][CH:4]=[CH:3][CH:2]=1.C([O-])([O-])=O.[K+].[K+].[I-].[K+].Br[CH2:52][C:53]([O:55][CH2:56][CH3:57])=[O:54]. Product: [CH2:56]([O:55][C:53](=[O:54])[CH2:52][O:23][C:19]1[CH:18]=[C:17]2[C:22]([C:13]([C:11](=[O:12])[NH:10][C@H:7]([C:1]3[CH:2]=[CH:3][CH:4]=[CH:5][CH:6]=3)[CH2:8][CH3:9])=[C:14]([CH2:30][N:31]3[CH2:32][CH2:33][CH:34]([N:37]4[CH2:38][CH2:39][CH2:40][CH2:41][CH2:42]4)[CH2:35][CH2:36]3)[C:15]([C:24]3[CH:29]=[CH:28][CH:27]=[CH:26][CH:25]=3)=[N:16]2)=[CH:21][CH:20]=1)[CH3:57]. The catalyst class is: 1. (6) Reactant: [CH:1]([N-]C(C)C)(C)C.[Li+].[O:9]1[C:13]2([CH2:18][CH2:17][CH:16]([C:19]([O:21][CH2:22][CH3:23])=[O:20])[CH2:15][CH2:14]2)[O:12][CH2:11][CH2:10]1.O.CCOCC. Product: [CH3:1][C:16]1([C:19]([O:21][CH2:22][CH3:23])=[O:20])[CH2:17][CH2:18][C:13]2([O:12][CH2:11][CH2:10][O:9]2)[CH2:14][CH2:15]1. The catalyst class is: 1.